Dataset: Forward reaction prediction with 1.9M reactions from USPTO patents (1976-2016). Task: Predict the product of the given reaction. (1) The product is: [C:1]([C:5]1[N:6]=[C:7]([N:16]2[CH2:20][CH2:19][C:18]([F:21])([F:22])[CH2:17]2)[C:8]2[C:9](=[N:11][N:12]([CH2:14][C:15]3[C:46]([C:69]([F:70])([F:72])[F:71])=[N:47][N:48]([C:50]([C:57]4[CH:58]=[CH:59][CH:60]=[CH:61][CH:62]=4)([C:63]4[CH:68]=[CH:67][CH:66]=[CH:65][CH:64]=4)[C:51]4[CH:52]=[CH:53][CH:54]=[CH:55][CH:56]=4)[CH:49]=3)[N:13]=2)[N:10]=1)([CH3:2])([CH3:3])[CH3:4]. Given the reactants [C:1]([C:5]1[N:6]=[C:7]([N:16]2[CH2:20][CH2:19][C:18]([F:22])([F:21])[CH2:17]2)[C:8]2[C:9](=[N:11][N:12]([CH2:14][CH3:15])[N:13]=2)[N:10]=1)([CH3:4])([CH3:3])[CH3:2].C(C1N=C(N2CCC(F)(F)C2)C2N=NNC=2N=1)(C)(C)C.BrCC1[C:46]([C:69]([F:72])([F:71])[F:70])=[N:47][N:48]([C:50]([C:63]2[CH:68]=[CH:67][CH:66]=[CH:65][CH:64]=2)([C:57]2[CH:62]=[CH:61][CH:60]=[CH:59][CH:58]=2)[C:51]2[CH:56]=[CH:55][CH:54]=[CH:53][CH:52]=2)[CH:49]=1, predict the reaction product. (2) Given the reactants C([C:3]1[CH:4]=[CH:5][C:6]2[C:7]3[CH:8]=[CH:9][C:10](C#N)=[C:11]4[C:24]=3[C:15]([C:16]3[C:21]=2[C:20]=1[C:19](C#N)=[CH:18][CH:17]=3)=[CH:14][CH:13]=[C:12]4C#N)#N.[C:29]([C:31]1[CH:32]=[CH:33][C:34]2[C:35]3[CH:36]=[CH:37][C:38]([Br:55])=[C:39]4[C:52]=3[C:43]([C:44]3[C:49]=2[C:48]=1[C:47]([C:50]#[N:51])=[CH:46][CH:45]=3)=[CH:42][CH:41]=[C:40]4[C:53]#[N:54])#[N:30].BrC1C=CC2C3C=CC(Br)=C4C=3C(C3C=2C=1C(Br)=CC=3)=CC=C4Br, predict the reaction product. The product is: [C:29]([C:31]1[CH:32]=[CH:33][C:34]2[C:35]3[CH:36]=[CH:37][C:38]([Br:55])=[C:39]4[C:52]=3[C:43]([C:44]3[C:49]=2[C:48]=1[C:47]([C:50]#[N:51])=[CH:46][CH:45]=3)=[CH:42][CH:41]=[C:40]4[C:53]#[N:54])#[N:30].[CH:8]1[C:7]2=[C:24]3[C:15]([C:16]4[C:21]5[C:20](=[CH:3][CH:4]=[CH:5][C:6]2=5)[CH:19]=[CH:18][CH:17]=4)=[CH:14][CH:13]=[CH:12][C:11]3=[CH:10][CH:9]=1.